Predict which catalyst facilitates the given reaction. From a dataset of Catalyst prediction with 721,799 reactions and 888 catalyst types from USPTO. (1) Reactant: [F:1][C:2]1[C:7]([F:8])=[C:6]([CH:9]2[CH2:14][CH2:13][CH:12](CCCCC)[CH2:11][CH2:10]2)[CH:5]=[CH:4][C:3]=1[CH:20]1[CH2:25][CH2:24][CH:23](C2CCC(O)CC2)[CH2:22][CH2:21]1.[H-].[Na+].Br[CH2:36][CH3:37].[OH2:38]. Product: [F:8][C:7]1[C:2]([F:1])=[C:3]([CH:20]2[CH2:21][CH2:22][CH:23]([CH2:13][CH2:14][CH2:9][CH2:10][CH3:11])[CH2:24][CH2:25]2)[CH:4]=[CH:5][C:6]=1[C:9]1([CH:7]2[CH2:2][CH2:3][CH:4]([O:38][CH2:36][CH3:37])[CH2:5][CH2:6]2)[CH2:10][CH2:11][CH2:12][CH2:13][CH2:14]1. The catalyst class is: 885. (2) Product: [OH:60][NH:59][C:33](=[O:35])[CH2:32][CH2:31][CH2:30][CH2:29][CH2:28][CH2:27][C:25]([C:24]1[CH:38]=[C:39]([C:10]2[CH:9]=[CH:8][CH:4]=[CH:3][CH:2]=2)[CH:21]=[CH:22][CH:23]=1)=[O:26]. Reactant: Br[C:2]1[CH:3]=[C:4]([CH:8]=[CH:9][CH:10]=1)C(Cl)=O.C(Cl)(=O)C1C=CC=CC=1.Br[C:21]1[CH:39]=[CH:38][C:24]([C:25]([CH2:27][CH2:28][CH2:29][CH2:30][CH2:31][CH2:32][C:33]([O:35]CC)=O)=[O:26])=[CH:23][CH:22]=1.C(CCCCCCC(OCC)=O)(=O)C1C=CC=CC=1.[NH2:59][OH:60].Cl. The catalyst class is: 66. (3) Product: [CH3:11][C:12]1[CH:13]=[C:14]2[C:18](=[CH:19][CH:20]=1)[NH:17][C:16]([CH2:21][C@H:22]([CH2:39][CH:38]=[CH2:37])[C:23]([N:25]1[C@@H:29]([C:30]3[CH:35]=[CH:34][CH:33]=[CH:32][CH:31]=3)[CH2:28][O:27][C:26]1=[O:36])=[O:24])=[CH:15]2. The catalyst class is: 1. Reactant: C[Si]([N-][Si](C)(C)C)(C)C.[Na+].[CH3:11][C:12]1[CH:13]=[C:14]2[C:18](=[CH:19][CH:20]=1)[NH:17][C:16]([CH2:21][CH2:22][C:23]([N:25]1[C@@H:29]([C:30]3[CH:35]=[CH:34][CH:33]=[CH:32][CH:31]=3)[CH2:28][O:27][C:26]1=[O:36])=[O:24])=[CH:15]2.[CH2:37](I)[CH:38]=[CH2:39]. (4) Reactant: [F:1][C:2]1[CH:3]=[C:4]([O:13][CH3:14])[CH:5]=[C:6]2[C:11]=1[NH:10][CH:9]=[CH:8][C:7]2=[O:12].[Cl:15]N1C(=O)CCC1=O. Product: [Cl:15][C:8]1[C:7](=[O:12])[C:6]2[C:11](=[C:2]([F:1])[CH:3]=[C:4]([O:13][CH3:14])[CH:5]=2)[NH:10][CH:9]=1. The catalyst class is: 15. (5) Product: [F:9][C:5]1[CH:4]=[C:3]([N+:10]([O-:12])=[O:11])[C:2]([F:1])=[CH:7][C:6]=1[C:14]([CH3:13])([C:15]([O:17][CH2:18][CH3:19])=[O:16])[C:20]([O:22][CH2:23][CH3:24])=[O:21]. Reactant: [F:1][C:2]1[CH:7]=[C:6](F)[C:5]([F:9])=[CH:4][C:3]=1[N+:10]([O-:12])=[O:11].[CH3:13][CH:14]([C:20]([O:22][CH2:23][CH3:24])=[O:21])[C:15]([O:17][CH2:18][CH3:19])=[O:16].[OH-].[Na+]. The catalyst class is: 3. (6) Reactant: [NH2:1][C:2]1[CH:7]=[CH:6][C:5]([OH:8])=[C:4]([CH3:9])[CH:3]=1.Cl.[CH:11](=O)/[CH:12]=[CH:13]/[CH3:14]. Product: [CH3:14][C:13]1[CH:12]=[CH:11][C:7]2[C:2](=[CH:3][C:4]([CH3:9])=[C:5]([OH:8])[CH:6]=2)[N:1]=1. The catalyst class is: 11. (7) Reactant: [F:1][C:2]1[CH:10]=[CH:9][C:8]([C:11]([OH:13])=[O:12])=[C:7]2[C:3]=1[CH:4]=[CH:5][NH:6]2.[CH:14]1C=CC=CC=1.C[Si](C=[N+]=[N-])(C)C. Product: [F:1][C:2]1[CH:10]=[CH:9][C:8]([C:11]([O:13][CH3:14])=[O:12])=[C:7]2[C:3]=1[CH:4]=[CH:5][NH:6]2. The catalyst class is: 5. (8) Reactant: [NH2:1][C:2]1[C:3]2[CH:10]=[CH:9][N:8]([C@@H:11]3[O:15][C:14]([CH2:18][OH:19])([CH2:16][OH:17])[C@@H:13]([O:20][Si:21]([C:24]([CH3:27])([CH3:26])[CH3:25])([CH3:23])[CH3:22])[CH2:12]3)[C:4]=2[N:5]=[CH:6][N:7]=1.I(C1C=CC=CC=1C(O)=O)(=O)=O. Product: [NH2:1][C:2]1[C:3]2[CH:10]=[CH:9][N:8]([C@@H:11]3[O:15][C@@:14]([CH2:18][OH:19])([CH:16]=[O:17])[C@@H:13]([O:20][Si:21]([C:24]([CH3:27])([CH3:26])[CH3:25])([CH3:22])[CH3:23])[CH2:12]3)[C:4]=2[N:5]=[CH:6][N:7]=1. The catalyst class is: 10.